From a dataset of Full USPTO retrosynthesis dataset with 1.9M reactions from patents (1976-2016). Predict the reactants needed to synthesize the given product. The reactants are: [OH:1][B:2]1[C:6]2[CH:7]=[C:8]([OH:12])[CH:9]=[C:10]([CH3:11])[C:5]=2[CH:4]([CH2:13][C:14]([O:16][CH2:17][CH3:18])=[O:15])[O:3]1.[NH2:19][C:20]1[CH:25]=[C:24](Cl)[N:23]=[CH:22][N:21]=1.C([O-])([O-])=O.[Cs+].[Cs+]. Given the product [NH2:19][C:20]1[N:21]=[CH:22][N:23]=[C:24]([O:12][C:8]2[CH:9]=[C:10]([CH3:11])[C:5]3[CH:4]([CH2:13][C:14]([O:16][CH2:17][CH3:18])=[O:15])[O:3][B:2]([OH:1])[C:6]=3[CH:7]=2)[CH:25]=1, predict the reactants needed to synthesize it.